Dataset: Reaction yield outcomes from USPTO patents with 853,638 reactions. Task: Predict the reaction yield, written as a fraction of the theoretical maximum amount of product (1.0 means a 100% yield; for example, 0.34 means a 34% yield). The reactants are [NH2:1][CH2:2][CH2:3][CH2:4][CH2:5][C:6]([OH:8])=[O:7].[Cl:9][C:10]1[N:15]=[C:14]([N:16]2[CH2:21][CH2:20][O:19][CH2:18][CH2:17]2)[CH:13]=[C:12](Cl)[N:11]=1.CCN(C(C)C)C(C)C. The catalyst is CN(C)C=O.CCOC(C)=O. The product is [Cl:9][C:10]1[N:11]=[C:12]([NH:1][CH2:2][CH2:3][CH2:4][CH2:5][C:6]([OH:8])=[O:7])[CH:13]=[C:14]([N:16]2[CH2:21][CH2:20][O:19][CH2:18][CH2:17]2)[N:15]=1. The yield is 0.600.